This data is from Full USPTO retrosynthesis dataset with 1.9M reactions from patents (1976-2016). The task is: Predict the reactants needed to synthesize the given product. Given the product [F:1][C:2]1[CH:3]=[C:4]([CH:18]=[CH:19][C:20]=1[NH:21][C:22]([NH:24][C:25]1[CH:30]=[C:29]([CH3:31])[CH:28]=[CH:27][C:26]=1[F:32])=[O:23])[O:5][C:6]1[CH:11]=[CH:10][N:9]=[C:8]2[CH:12]=[C:13]([C:15]([NH:76][CH2:75][CH2:74][CH2:73][N:70]3[CH2:69][CH2:68][N:67]([CH3:66])[CH2:72][CH2:71]3)=[O:16])[S:14][C:7]=12, predict the reactants needed to synthesize it. The reactants are: [F:1][C:2]1[CH:3]=[C:4]([CH:18]=[CH:19][C:20]=1[NH:21][C:22]([NH:24][C:25]1[CH:30]=[C:29]([CH3:31])[CH:28]=[CH:27][C:26]=1[F:32])=[O:23])[O:5][C:6]1[CH:11]=[CH:10][N:9]=[C:8]2[CH:12]=[C:13]([C:15](O)=[O:16])[S:14][C:7]=12.CN(C(ON1N=NC2C=CC=NC1=2)=[N+](C)C)C.F[P-](F)(F)(F)(F)F.C(N(CC)C(C)C)(C)C.[CH3:66][N:67]1[CH2:72][CH2:71][N:70]([CH2:73][CH2:74][CH2:75][NH2:76])[CH2:69][CH2:68]1.